This data is from NCI-60 drug combinations with 297,098 pairs across 59 cell lines. The task is: Regression. Given two drug SMILES strings and cell line genomic features, predict the synergy score measuring deviation from expected non-interaction effect. (1) Drug 1: C1=C(C(=O)NC(=O)N1)N(CCCl)CCCl. Drug 2: COC1=C2C(=CC3=C1OC=C3)C=CC(=O)O2. Cell line: HOP-92. Synergy scores: CSS=33.1, Synergy_ZIP=-0.495, Synergy_Bliss=6.17, Synergy_Loewe=2.00, Synergy_HSA=4.06. (2) Drug 1: CCCS(=O)(=O)NC1=C(C(=C(C=C1)F)C(=O)C2=CNC3=C2C=C(C=N3)C4=CC=C(C=C4)Cl)F. Drug 2: C#CCC(CC1=CN=C2C(=N1)C(=NC(=N2)N)N)C3=CC=C(C=C3)C(=O)NC(CCC(=O)O)C(=O)O. Cell line: T-47D. Synergy scores: CSS=4.59, Synergy_ZIP=0.0192, Synergy_Bliss=4.38, Synergy_Loewe=2.89, Synergy_HSA=2.99. (3) Drug 1: CN1CCC(CC1)COC2=C(C=C3C(=C2)N=CN=C3NC4=C(C=C(C=C4)Br)F)OC. Drug 2: CCCCCOC(=O)NC1=NC(=O)N(C=C1F)C2C(C(C(O2)C)O)O. Cell line: NCIH23. Synergy scores: CSS=9.30, Synergy_ZIP=0.0363, Synergy_Bliss=2.48, Synergy_Loewe=-2.16, Synergy_HSA=1.31.